From a dataset of Forward reaction prediction with 1.9M reactions from USPTO patents (1976-2016). Predict the product of the given reaction. (1) Given the reactants [F:1][C:2]1[CH:3]=[CH:4][C:5]2=[C:6]([CH:37]=1)[O:7][CH2:8][C:9]1[CH:35]=[C:34]([F:36])[CH:33]=[CH:32][C:10]=1/[C:11]/2=[CH:12]\[C:13]1[CH:18]=[CH:17][C:16]([NH:19][C@H:20]([CH3:28])[CH2:21][N:22]2[CH2:27][CH2:26][O:25][CH2:24][CH2:23]2)=[C:15]([N+:29]([O-])=O)[CH:14]=1.C(N(CC)CC)C.C1C=CC(O[C:52](OC2C=CC=CC=2)=[N:53][C:54]#[N:55])=CC=1, predict the reaction product. The product is: [F:1][C:2]1[CH:3]=[CH:4][C:5]2=[C:6]([CH:37]=1)[O:7][CH2:8][C:9]1[CH:35]=[C:34]([F:36])[CH:33]=[CH:32][C:10]=1/[C:11]/2=[CH:12]\[C:13]1[CH:18]=[CH:17][C:16]2[N:19]([C@H:20]([CH3:28])[CH2:21][N:22]3[CH2:27][CH2:26][O:25][CH2:24][CH2:23]3)/[C:52](=[N:53]/[C:54]#[N:55])/[NH:29][C:15]=2[CH:14]=1. (2) Given the reactants [N:1]([C@@H:4]([CH2:25][C:26]1[CH:31]=[CH:30][C:29]([O:32][CH3:33])=[CH:28][CH:27]=1)[C@H:5]([OH:24])[CH2:6][N:7]([CH2:19][C:20]([F:23])([CH3:22])[CH3:21])[S:8]([C:11]1[CH:16]=[CH:15][C:14]([O:17][CH3:18])=[CH:13][CH:12]=1)(=[O:10])=[O:9])=[N+]=[N-].C1(P(C2C=CC=CC=2)C2C=CC=CC=2)C=CC=CC=1, predict the reaction product. The product is: [NH2:1][C@@H:4]([CH2:25][C:26]1[CH:31]=[CH:30][C:29]([O:32][CH3:33])=[CH:28][CH:27]=1)[C@H:5]([OH:24])[CH2:6][N:7]([CH2:19][C:20]([F:23])([CH3:21])[CH3:22])[S:8]([C:11]1[CH:12]=[CH:13][C:14]([O:17][CH3:18])=[CH:15][CH:16]=1)(=[O:9])=[O:10]. (3) Given the reactants [CH2:1]([O:3][C:4](=[O:30])[CH2:5][C:6]1[N:7]([CH3:29])[C:8]2[C:13]([C:14]=1[S:15][C:16]([CH3:19])([CH3:18])[CH3:17])=[CH:12][C:11]([O:20][CH2:21][C:22]1[CH:27]=[CH:26][C:25]([CH3:28])=[CH:24][N:23]=1)=[CH:10][CH:9]=2)[CH3:2].Cl.Cl[CH2:33][C:34]1[CH:39]=[CH:38][CH:37]=[CH:36][N:35]=1, predict the reaction product. The product is: [CH2:1]([O:3][C:4](=[O:30])[CH:5]([C:6]1[N:7]([CH3:29])[C:8]2[C:13]([C:14]=1[S:15][C:16]([CH3:19])([CH3:18])[CH3:17])=[CH:12][C:11]([O:20][CH2:21][C:22]1[CH:27]=[CH:26][C:25]([CH3:28])=[CH:24][N:23]=1)=[CH:10][CH:9]=2)[CH2:33][C:34]1[CH:39]=[CH:38][CH:37]=[CH:36][N:35]=1)[CH3:2].